This data is from Peptide-MHC class I binding affinity with 185,985 pairs from IEDB/IMGT. The task is: Regression. Given a peptide amino acid sequence and an MHC pseudo amino acid sequence, predict their binding affinity value. This is MHC class I binding data. (1) The peptide sequence is GLYRLNFRR. The MHC is HLA-A02:03 with pseudo-sequence HLA-A02:03. The binding affinity (normalized) is 0.0847. (2) The peptide sequence is KWLWGFLSR. The MHC is HLA-A31:01 with pseudo-sequence HLA-A31:01. The binding affinity (normalized) is 0. (3) The peptide sequence is KTNLYGFIIK. The MHC is HLA-A11:01 with pseudo-sequence HLA-A11:01. The binding affinity (normalized) is 0.551. (4) The peptide sequence is FMFSTAATI. The MHC is HLA-A02:02 with pseudo-sequence HLA-A02:02. The binding affinity (normalized) is 0.597. (5) The peptide sequence is NSYSLIRLSH. The MHC is HLA-A68:01 with pseudo-sequence HLA-A68:01. The binding affinity (normalized) is 0.147. (6) The peptide sequence is AGGWVLWKV. The MHC is HLA-B27:03 with pseudo-sequence HLA-B27:03. The binding affinity (normalized) is 0.0847.